From a dataset of NCI-60 drug combinations with 297,098 pairs across 59 cell lines. Regression. Given two drug SMILES strings and cell line genomic features, predict the synergy score measuring deviation from expected non-interaction effect. (1) Synergy scores: CSS=61.7, Synergy_ZIP=-1.79, Synergy_Bliss=-2.42, Synergy_Loewe=-32.9, Synergy_HSA=-0.373. Drug 1: CNC(=O)C1=NC=CC(=C1)OC2=CC=C(C=C2)NC(=O)NC3=CC(=C(C=C3)Cl)C(F)(F)F. Cell line: SR. Drug 2: C1=NC2=C(N1)C(=S)N=CN2. (2) Drug 1: CC1=C(C=C(C=C1)NC2=NC=CC(=N2)N(C)C3=CC4=NN(C(=C4C=C3)C)C)S(=O)(=O)N.Cl. Drug 2: CCC1=C2CN3C(=CC4=C(C3=O)COC(=O)C4(CC)O)C2=NC5=C1C=C(C=C5)O. Cell line: NCI-H522. Synergy scores: CSS=33.3, Synergy_ZIP=0.0925, Synergy_Bliss=-0.371, Synergy_Loewe=-36.8, Synergy_HSA=-0.147.